Task: Predict the reaction yield, written as a fraction of the theoretical maximum amount of product (1.0 means a 100% yield; for example, 0.34 means a 34% yield).. Dataset: Reaction yield outcomes from USPTO patents with 853,638 reactions (1) The reactants are [CH3:1][N:2]1[CH2:7][CH2:6][N:5]([C:8]2[CH:13]=[CH:12][C:11]([N+:14]([O-])=O)=[C:10]([C:17]3[C:21]([CH3:22])=[CH:20][S:19][CH:18]=3)[CH:9]=2)[CH2:4][CH2:3]1. The catalyst is [Pd]. The product is [CH3:1][N:2]1[CH2:7][CH2:6][N:5]([C:8]2[CH:13]=[CH:12][C:11]([NH2:14])=[C:10]([C:17]3[C:21]([CH3:22])=[CH:20][S:19][CH:18]=3)[CH:9]=2)[CH2:4][CH2:3]1. The yield is 0.890. (2) The reactants are [C:1]([O:5][C:6](=[O:21])[CH2:7][C:8]1([CH2:17][N+:18]([O-])=O)[CH2:14][CH:13]2[CH:9]1[CH:10]=[C:11]([CH2:15][CH3:16])[CH2:12]2)([CH3:4])([CH3:3])[CH3:2].[H][H]. The catalyst is [Ni].C(O)C. The product is [C:1]([O:5][C:6](=[O:21])[CH2:7][C:8]1([CH2:17][NH2:18])[CH2:14][CH:13]2[CH:9]1[CH:10]=[C:11]([CH2:15][CH3:16])[CH2:12]2)([CH3:3])([CH3:2])[CH3:4]. The yield is 0.920. (3) No catalyst specified. The yield is 0.670. The reactants are [Br:1][C:2]1[C:19](=[O:20])[NH:18][C:5]2[CH2:6][CH2:7][N:8]([C:11]([O:13][C:14]([CH3:17])([CH3:16])[CH3:15])=[O:12])[CH2:9][CH2:10][C:4]=2[C:3]=1[OH:21].[NH4+].[Cl-].[CH2:24](Cl)Cl. The product is [Br:1][C:2]1[C:19]([O:20][CH3:24])=[N:18][C:5]2[CH2:6][CH2:7][N:8]([C:11]([O:13][C:14]([CH3:17])([CH3:16])[CH3:15])=[O:12])[CH2:9][CH2:10][C:4]=2[C:3]=1[OH:21]. (4) The yield is 0.430. The reactants are ClC1C=CC(CNC(=O)C[C@@H]2CC=CC[C@H](NC(=O)OCC3C4C=CC=CC=4C4C3=CC=CC=4)C(=O)[O:15][CH2:14][C@@H:13]3CCCN3C2=O)=CC=1.N1CCCCC1.[NH2:54][C@@H:55]1[C:66](=[O:67])[O:65][CH2:64][C@@H:63]2[CH2:68][CH2:69][CH2:70][N:62]2[C:61](=[O:71])[C@H:60]([CH2:72][C:73]([NH:75][CH2:76][C:77]2[CH:82]=[CH:81][C:80]([Cl:83])=[CH:79][CH:78]=2)=[O:74])[CH2:59][CH:58]=[CH:57][CH2:56]1.C(N(CC)CC)C.C(OC(=O)C)(=O)C. The product is [C:14]([NH:54][C@@H:55]1[C:66](=[O:67])[O:65][CH2:64][C@@H:63]2[CH2:68][CH2:69][CH2:70][N:62]2[C:61](=[O:71])[C@H:60]([CH2:72][C:73]([NH:75][CH2:76][C:77]2[CH:82]=[CH:81][C:80]([Cl:83])=[CH:79][CH:78]=2)=[O:74])[CH2:59][CH:58]=[CH:57][CH2:56]1)(=[O:15])[CH3:13]. The catalyst is CN(C=O)C. (5) The reactants are Cl[C:2]1[CH:3]=[CH:4][C:5]2[C:15]3[C:10](=[CH:11][N:12]=[CH:13][CH:14]=3)[CH:9]([CH3:16])[O:8][C:6]=2[CH:7]=1.[F:17][C:18]([CH3:32])([CH3:31])[CH2:19][CH:20]([NH:23]C(=O)OC(C)(C)C)[CH2:21][OH:22]. No catalyst specified. The product is [F:17][C:18]([CH3:32])([CH3:31])[CH2:19][CH:20]([NH2:23])[CH2:21][O:22][C:2]1[CH:3]=[CH:4][C:5]2[C:15]3[C:10](=[CH:11][N:12]=[CH:13][CH:14]=3)[CH:9]([CH3:16])[O:8][C:6]=2[CH:7]=1. The yield is 0.990. (6) The reactants are [Li]CCCC.Br[C:7]1[CH:8]=[N:9][CH:10]=[CH:11][CH:12]=1.C1COCC1.[Cl:18][C:19]1[CH:26]=[CH:25][C:22]([CH:23]=[O:24])=[C:21]([O:27][CH3:28])[CH:20]=1. The catalyst is C1(C)C=CC=CC=1. The product is [Cl:18][C:19]1[CH:26]=[CH:25][C:22]([CH:23]([C:7]2[CH:8]=[N:9][CH:10]=[CH:11][CH:12]=2)[OH:24])=[C:21]([O:27][CH3:28])[CH:20]=1. The yield is 0.270.